Dataset: Catalyst prediction with 721,799 reactions and 888 catalyst types from USPTO. Task: Predict which catalyst facilitates the given reaction. (1) Reactant: [CH3:1][O:2][CH2:3][C:4]1[N:8]2[C:9]3[C:14]([CH:15]=[CH:16][C:7]2=[CH:6][CH:5]=1)=[CH:13][CH:12]=[CH:11][CH:10]=3.[CH3:17][Si](C)(C)C#C/C=C\C1C=CC2C(=CC=CC=2)N=1.[F-].[K+]. Product: [CH2:1]([O:2][CH2:3][C:4]1[N:8]2[C:9]3[C:14]([CH:15]=[CH:16][C:7]2=[CH:6][CH:5]=1)=[CH:13][CH:12]=[CH:11][CH:10]=3)[CH3:17]. The catalyst class is: 8. (2) Reactant: Br[C:2]1[CH:3]=[C:4]([CH:23]=[CH:24][CH:25]=1)[CH2:5][O:6][C:7]1[CH:12]=[CH:11][C:10]([C:13]2([CH2:17][C:18]([O:20][CH2:21][CH3:22])=[O:19])[CH2:16][O:15][CH2:14]2)=[CH:9][CH:8]=1.CC1(C)C(C)(C)OB([C:34]2[CH:35]=[N:36][C:37]([N:40]3[CH2:45][CH2:44][O:43][CH2:42][CH2:41]3)=[N:38][CH:39]=2)O1.C(=O)([O-])[O-].[K+].[K+]. Product: [O:43]1[CH2:44][CH2:45][N:40]([C:37]2[N:36]=[CH:35][C:34]([C:2]3[CH:3]=[C:4]([CH:23]=[CH:24][CH:25]=3)[CH2:5][O:6][C:7]3[CH:12]=[CH:11][C:10]([C:13]4([CH2:17][C:18]([O:20][CH2:21][CH3:22])=[O:19])[CH2:16][O:15][CH2:14]4)=[CH:9][CH:8]=3)=[CH:39][N:38]=2)[CH2:41][CH2:42]1. The catalyst class is: 38. (3) Reactant: C(OC(=O)[NH:7][CH:8]([C:16](=[O:40])[NH:17][CH:18]([CH2:30][C:31]1[CH:36]=[C:35]([F:37])[C:34]([F:38])=[CH:33][C:32]=1[F:39])[CH2:19][C:20]([N:22]1[CH2:26][CH2:25][CH2:24][CH:23]1[C:27](=[O:29])[NH2:28])=[O:21])[CH2:9][C:10]1[CH:15]=[CH:14][CH:13]=[CH:12][CH:11]=1)(C)(C)C.[F:42][C:43]([F:48])([F:47])[C:44]([OH:46])=[O:45]. Product: [F:42][C:43]([F:48])([F:47])[C:44]([OH:46])=[O:45].[NH2:7][CH:8]([CH2:9][C:10]1[CH:15]=[CH:14][CH:13]=[CH:12][CH:11]=1)[C:16]([NH:17][CH:18]([CH2:30][C:31]1[CH:36]=[C:35]([F:37])[C:34]([F:38])=[CH:33][C:32]=1[F:39])[CH2:19][C:20]([N:22]1[CH2:26][CH2:25][CH2:24][CH:23]1[C:27]([NH2:28])=[O:29])=[O:21])=[O:40]. The catalyst class is: 4. (4) Reactant: [N+:1]([O-:4])([O-])=[O:2].[Na+].O.O.O.O.O.O.[N+]([O-])([O-])=O.[La+3].[N+]([O-])([O-])=O.[N+]([O-])([O-])=O.Cl.[OH:26][C:27]1[C:28]([N+]([O-])=O)=[C:29]([CH:32]=[CH:33][C:34]=1[O:35][CH3:36])[CH:30]=[O:31]. Product: [OH:26][C:27]1[CH:28]=[C:29]([C:32]([N+:1]([O-:4])=[O:2])=[CH:33][C:34]=1[O:35][CH3:36])[CH:30]=[O:31]. The catalyst class is: 20. (5) Reactant: [F:1][C:2]1[CH:9]=[C:8]([O:10][CH3:11])[CH:7]=[CH:6][C:3]=1[CH:4]=O.[N+:12]([CH3:15])([O-:14])=[O:13].[OH-].[Na+].Cl. Product: [F:1][C:2]1[CH:9]=[C:8]([O:10][CH3:11])[CH:7]=[CH:6][C:3]=1[CH:4]=[CH:15][N+:12]([O-:14])=[O:13]. The catalyst class is: 24. (6) Reactant: [C:1]([O:5][C:6]([N:8]1[CH2:25][CH2:24][N:11]2[C:12](=[O:23])[C:13]3[C:18]([C@H:10]2[CH2:9]1)=[CH:17][CH:16]=[CH:15][C:14]=3[C:19]([F:22])([F:21])[F:20])=[O:7])([CH3:4])([CH3:3])[CH3:2].[CH3:26]I.[H-].[Na+]. Product: [C:1]([O:5][C:6]([N:8]1[CH2:25][CH2:24][N:11]2[C:12](=[O:23])[C:13]3[C:18]([C:10]2([CH3:26])[CH2:9]1)=[CH:17][CH:16]=[CH:15][C:14]=3[C:19]([F:20])([F:22])[F:21])=[O:7])([CH3:4])([CH3:2])[CH3:3]. The catalyst class is: 3. (7) Reactant: C[Si]([N-][Si](C)(C)C)(C)C.[K+].[CH:11]([C:13]1[CH:14]=[CH:15][C:16]([O:28][CH2:29][C:30]2[CH:35]=[CH:34][CH:33]=[CH:32][CH:31]=2)=[C:17]([CH:27]=1)[C:18]([NH:20][C:21]1[CH:22]=[N:23][CH:24]=[CH:25][CH:26]=1)=[O:19])=O.[C:36]([O:39][CH2:40][CH3:41])(=[O:38])[CH3:37].CCCCCC. Product: [C:30]1([CH2:29][O:28][C:16]2[CH:15]=[CH:14][C:13](/[CH:11]=[CH:37]\[C:36]([O:39][CH2:40][CH3:41])=[O:38])=[CH:27][C:17]=2[C:18]([NH:20][C:21]2[CH:22]=[N:23][CH:24]=[CH:25][CH:26]=2)=[O:19])[CH:35]=[CH:34][CH:33]=[CH:32][CH:31]=1. The catalyst class is: 7.